Task: Regression. Given a peptide amino acid sequence and an MHC pseudo amino acid sequence, predict their binding affinity value. This is MHC class II binding data.. Dataset: Peptide-MHC class II binding affinity with 134,281 pairs from IEDB (1) The peptide sequence is HGITDVHPLYSRRLPKGVKH. The MHC is DRB1_0101 with pseudo-sequence DRB1_0101. The binding affinity (normalized) is 0. (2) The peptide sequence is EHAFYLDWAVHSFRI. The MHC is DRB1_0901 with pseudo-sequence DRB1_0901. The binding affinity (normalized) is 0.774. (3) The peptide sequence is LIASLVMLLVHYAII. The MHC is DRB1_0701 with pseudo-sequence DRB1_0701. The binding affinity (normalized) is 0.380. (4) The peptide sequence is EIKSTKPEASSGEPVVVHIT. The MHC is DRB1_0101 with pseudo-sequence DRB1_0101. The binding affinity (normalized) is 0.297. (5) The peptide sequence is TNIRQAGVQY. The MHC is DRB1_0901 with pseudo-sequence DRB1_0901. The binding affinity (normalized) is 0. (6) The peptide sequence is EKKYFAATQFEPLMA. The MHC is HLA-DQA10401-DQB10402 with pseudo-sequence HLA-DQA10401-DQB10402. The binding affinity (normalized) is 0.522. (7) The peptide sequence is GLLECCARCLVGAPFASLV. The MHC is H-2-IAk with pseudo-sequence H-2-IAk. The binding affinity (normalized) is 0. (8) The peptide sequence is PYGATISATPEWATP. The MHC is DRB1_0301 with pseudo-sequence DRB1_0301. The binding affinity (normalized) is 0.0661. (9) The peptide sequence is EKKYFAATQFEPLNA. The MHC is HLA-DPA10201-DPB11401 with pseudo-sequence HLA-DPA10201-DPB11401. The binding affinity (normalized) is 0.685. (10) The peptide sequence is APAAPANPGLII. The MHC is HLA-DQA10501-DQB10301 with pseudo-sequence HLA-DQA10501-DQB10301. The binding affinity (normalized) is 0.566.